From a dataset of Forward reaction prediction with 1.9M reactions from USPTO patents (1976-2016). Predict the product of the given reaction. (1) Given the reactants [CH3:1][C@:2]1([NH:7]C(=O)OC(C)(C)C)[CH2:6][CH2:5][NH:4][CH2:3]1.C(N(CC)CC)C.[C:22]([C:24]1[C:29]2[N:30]=[C:31]([C:33]([N:35]([CH3:37])[CH3:36])=[O:34])[O:32][C:28]=2[C:27](F)=[C:26]([C:39]2[CH:44]=[CH:43][CH:42]=[CH:41][CH:40]=2)[C:25]=1[CH3:45])#[N:23], predict the reaction product. The product is: [NH2:7][C@@:2]1([CH3:1])[CH2:6][CH2:5][N:4]([C:27]2[C:28]3[O:32][C:31]([C:33]([N:35]([CH3:36])[CH3:37])=[O:34])=[N:30][C:29]=3[C:24]([C:22]#[N:23])=[C:25]([CH3:45])[C:26]=2[C:39]2[CH:40]=[CH:41][CH:42]=[CH:43][CH:44]=2)[CH2:3]1. (2) Given the reactants [Br:1][C:2]1[CH:7]=[CH:6][C:5]([CH2:8][C:9]([OH:11])=[O:10])=[CH:4][CH:3]=1.S(Cl)(Cl)=O.[CH:16]1(C)CCC(C(C)C)C(O)C1, predict the reaction product. The product is: [Br:1][C:2]1[CH:3]=[CH:4][C:5]([CH2:8][C:9]([O:11][CH3:16])=[O:10])=[CH:6][CH:7]=1. (3) Given the reactants [OH:1][C@:2]12[CH2:11][CH2:10][CH2:9][CH2:8][C@H:7]1[O:6][C@@H:5]([C:12]1[CH:17]=[CH:16][N:15]=[CH:14][C:13]=1[N+:18]([O-:20])=[O:19])[CH2:4][C:3]2=O.[CH2:22]([NH2:29])[C:23]1[CH:28]=[CH:27][CH:26]=[CH:25][CH:24]=1.[Li+].[BH4-], predict the reaction product. The product is: [CH2:22]([NH:29][C@H:3]1[C@:2]2([OH:1])[C@@H:7]([CH2:8][CH2:9][CH2:10][CH2:11]2)[O:6][C@@H:5]([C:12]2[CH:17]=[CH:16][N:15]=[CH:14][C:13]=2[N+:18]([O-:20])=[O:19])[CH2:4]1)[C:23]1[CH:28]=[CH:27][CH:26]=[CH:25][CH:24]=1. (4) Given the reactants [C:1]([O:5][C:6]([NH:8][CH:9]1[CH2:14][CH2:13][CH:12]([CH2:15][C:16](O)=[O:17])[CH2:11][CH2:10]1)=[O:7])([CH3:4])([CH3:3])[CH3:2].CO, predict the reaction product. The product is: [C:1]([O:5][C:6](=[O:7])[NH:8][C@H:9]1[CH2:10][CH2:11][C@H:12]([CH2:15][CH2:16][OH:17])[CH2:13][CH2:14]1)([CH3:4])([CH3:2])[CH3:3].